From a dataset of Forward reaction prediction with 1.9M reactions from USPTO patents (1976-2016). Predict the product of the given reaction. (1) Given the reactants I[CH3:2].[F:3][C:4]1[C:9]([F:10])=[CH:8][CH:7]=[CH:6][C:5]=1[C@H:11]1[CH2:17][N:16]2[C:18]([CH:21]([OH:23])[CH3:22])=[CH:19][N:20]=[C:15]2[C@H:14]([NH:24][C:25](=[O:31])[O:26][C:27]([CH3:30])([CH3:29])[CH3:28])[CH2:13][CH2:12]1.[H-].[Na+], predict the reaction product. The product is: [F:3][C:4]1[C:9]([F:10])=[CH:8][CH:7]=[CH:6][C:5]=1[C@H:11]1[CH2:17][N:16]2[C:18]([CH:21]([O:23][CH3:2])[CH3:22])=[CH:19][N:20]=[C:15]2[C@H:14]([NH:24][C:25](=[O:31])[O:26][C:27]([CH3:30])([CH3:29])[CH3:28])[CH2:13][CH2:12]1. (2) Given the reactants [NH2:1][C:2]1[C:7]([NH2:8])=[C:6]([NH:9][C@@H:10]2[C@@H:15]3[CH2:16][C@@H:12]([CH:13]=[CH:14]3)[C@@H:11]2[C:17]([NH2:19])=[O:18])[CH:5]=[CH:4][N:3]=1.[CH3:20][N:21]([CH3:30])[C:22]1[CH:29]=[CH:28][C:25]([CH:26]=O)=[CH:24][CH:23]=1, predict the reaction product. The product is: [CH3:20][N:21]([CH3:30])[C:22]1[CH:29]=[CH:28][C:25]([C:26]2[NH:1][C:2]3=[N:3][CH:4]=[CH:5][C:6]([NH:9][C@@H:10]4[C@@H:15]5[CH2:16][C@@H:12]([CH:13]=[CH:14]5)[C@@H:11]4[C:17]([NH2:19])=[O:18])=[C:7]3[N:8]=2)=[CH:24][CH:23]=1. (3) Given the reactants [NH:1]([C:27]([O:29][C:30]([CH3:33])([CH3:32])[CH3:31])=[O:28])[C@H:2]([C:24]([OH:26])=[O:25])[CH2:3][O:4][C:5]([C:18]1[CH:23]=[CH:22][CH:21]=[CH:20][CH:19]=1)([C:12]1[CH:17]=[CH:16][CH:15]=[CH:14][CH:13]=1)[C:6]1[CH:11]=[CH:10][CH:9]=[CH:8][CH:7]=1.Cl.[CH3:35][O:36][NH:37][CH3:38].CCN(C(C)C)C(C)C, predict the reaction product. The product is: [NH:1]([C:27]([O:29][C:30]([CH3:33])([CH3:32])[CH3:31])=[O:28])[C@H:2]([C:24]([OH:26])=[O:25])[CH2:3][O:4][C:5]([C:12]1[CH:13]=[CH:14][CH:15]=[CH:16][CH:17]=1)([C:18]1[CH:23]=[CH:22][CH:21]=[CH:20][CH:19]=1)[C:6]1[CH:11]=[CH:10][CH:9]=[CH:8][CH:7]=1.[CH3:35][O:36][N-:37][CH3:38]. (4) Given the reactants [CH3:1][O:2][C:3](=[O:25])[CH2:4][C:5]1[CH:10]=[C:9]([Br:11])[C:8]([O:12][C:13]2[CH:18]=[CH:17][C:16]([O:19][CH3:20])=[C:15]([CH:21]([CH3:23])[CH3:22])[CH:14]=2)=[C:7]([Br:24])[CH:6]=1.[C:26]1([CH3:35])[C:27]([C:32](Cl)=[O:33])=[CH:28][CH:29]=[CH:30][CH:31]=1, predict the reaction product. The product is: [CH3:1][O:2][C:3](=[O:25])[CH2:4][C:5]1[CH:10]=[C:9]([Br:11])[C:8]([O:12][C:13]2[CH:14]=[C:15]([CH:21]([CH3:23])[CH3:22])[C:16]([O:19][CH3:20])=[CH:17][C:18]=2[C:32](=[O:33])[C:27]2[CH:28]=[CH:29][CH:30]=[CH:31][C:26]=2[CH3:35])=[C:7]([Br:24])[CH:6]=1. (5) The product is: [F:11][C:4]1[CH:3]=[C:2]([C:18]2[CH:19]=[N:20][C:15]([O:14][CH3:13])=[CH:16][CH:17]=2)[CH:10]=[CH:9][C:5]=1[C:6]([OH:8])=[O:7]. Given the reactants Br[C:2]1[CH:10]=[CH:9][C:5]([C:6]([OH:8])=[O:7])=[C:4]([F:11])[CH:3]=1.Cl.[CH3:13][O:14][C:15]1[N:20]=[CH:19][C:18](B(O)O)=[CH:17][CH:16]=1.C(=O)([O-])[O-].[Na+].[Na+], predict the reaction product. (6) Given the reactants C([O:8][C:9](=[O:22])[C:10]1[CH:15]=[CH:14][C:13]([N:16]2[CH2:21][CH2:20][NH:19][CH2:18][CH2:17]2)=[CH:12][CH:11]=1)C1C=CC=CC=1.Cl[C:24]1[CH:42]=[CH:41][C:27]([C:28]([NH:30][C:31]2[CH:36]=[C:35]([O:37][CH3:38])[CH:34]=[C:33]([O:39][CH3:40])[CH:32]=2)=[O:29])=[CH:26][N:25]=1.C1(NC(C2C=CC(N3CCN(C4C=CC(C(O)=O)=CC=4)CC3)=NC=2)=O)C=CC=CC=1, predict the reaction product. The product is: [CH3:40][O:39][C:33]1[CH:32]=[C:31]([NH:30][C:28]([C:27]2[CH:41]=[CH:42][C:24]([N:19]3[CH2:18][CH2:17][N:16]([C:13]4[CH:12]=[CH:11][C:10]([C:9]([OH:8])=[O:22])=[CH:15][CH:14]=4)[CH2:21][CH2:20]3)=[N:25][CH:26]=2)=[O:29])[CH:36]=[C:35]([O:37][CH3:38])[CH:34]=1.